This data is from Peptide-MHC class II binding affinity with 134,281 pairs from IEDB. The task is: Regression. Given a peptide amino acid sequence and an MHC pseudo amino acid sequence, predict their binding affinity value. This is MHC class II binding data. (1) The peptide sequence is APEVKYTVFKTALKK. The MHC is HLA-DQA10401-DQB10402 with pseudo-sequence HLA-DQA10401-DQB10402. The binding affinity (normalized) is 0.0598. (2) The peptide sequence is NNVVQALTSLGLLYT. The MHC is H-2-IAb with pseudo-sequence H-2-IAb. The binding affinity (normalized) is 0.290. (3) The peptide sequence is MSLLTEVETYVLSII. The MHC is DRB1_1501 with pseudo-sequence DRB1_1501. The binding affinity (normalized) is 0.198. (4) The peptide sequence is PGDSLAEVELRQHGS. The MHC is HLA-DQA10102-DQB10602 with pseudo-sequence HLA-DQA10102-DQB10602. The binding affinity (normalized) is 0.380.